Dataset: Reaction yield outcomes from USPTO patents with 853,638 reactions. Task: Predict the reaction yield, written as a fraction of the theoretical maximum amount of product (1.0 means a 100% yield; for example, 0.34 means a 34% yield). The reactants are Cl.[NH4+].[Cl-].Cl.[F:5][C:6]1[CH:11]=[CH:10][C:9]([N+:12]([O-])=O)=[CH:8][C:7]=1[C@:15]12[CH2:23][O:22][C@H:21]([C:24]([F:27])([F:26])[F:25])[C@H:20]1[CH2:19][S:18][C:17]([NH2:28])=[N:16]2.[OH-].[Na+]. The catalyst is [Fe].C(O)C. The product is [NH2:12][C:9]1[CH:10]=[CH:11][C:6]([F:5])=[C:7]([C@:15]23[CH2:23][O:22][C@H:21]([C:24]([F:26])([F:25])[F:27])[C@H:20]2[CH2:19][S:18][C:17]([NH2:28])=[N:16]3)[CH:8]=1. The yield is 0.955.